Task: Predict the reaction yield, written as a fraction of the theoretical maximum amount of product (1.0 means a 100% yield; for example, 0.34 means a 34% yield).. Dataset: Reaction yield outcomes from USPTO patents with 853,638 reactions (1) The reactants are FC(F)(F)C(O)=O.[Cl:8][C:9]1[C:10]([NH:31][C@@H:32]2[C@@H:37]3[CH2:38][C@@H:34]([CH:35]=[CH:36]3)[C@@H:33]2[C:39]([NH2:41])=[O:40])=[C:11]2[N:17]=[C:16]([C:18]3[CH:23]=C[C:21]([CH2:24][N:25]4[CH2:30]COC[CH2:26]4)=[CH:20][CH:19]=3)[NH:15][C:12]2=[N:13][CH:14]=1.NC1C(N)=C(N[C@@H]2[C@@H]3C[C@@H](C=C3)[C@@H]2C(N)=O)C(Cl)=CN=1.CN(C)C1C=C(C=CC=1)C=O. No catalyst specified. The product is [Cl:8][C:9]1[C:10]([NH:31][C@@H:32]2[C@@H:37]3[CH2:38][C@@H:34]([CH:35]=[CH:36]3)[C@@H:33]2[C:39]([NH2:41])=[O:40])=[C:11]2[N:17]=[C:16]([C:18]3[CH:19]=[CH:20][CH:21]=[C:24]([N:25]([CH3:30])[CH3:26])[CH:23]=3)[NH:15][C:12]2=[N:13][CH:14]=1. The yield is 0.860. (2) The reactants are I[C:2]1[CH:7]=[CH:6][CH:5]=[CH:4][CH:3]=1.[C:8]1(B(O)O)[CH:13]=[CH:12][CH:11]=[CH:10][CH:9]=1.C1(C)C=CC=CC=1P(C1C=CC=CC=1C)C1C=CC=CC=1C.C(=O)([O-])[O-].[Cs+].[Cs+].C(=O)=O. The catalyst is C([O-])(=O)C.[Pd+2].C([O-])(=O)C.C(OCC)(=O)C.O. The product is [C:2]1([C:8]2[CH:13]=[CH:12][CH:11]=[CH:10][CH:9]=2)[CH:7]=[CH:6][CH:5]=[CH:4][CH:3]=1. The yield is 0.900. (3) The catalyst is O1CCCC1.ClCCl. The reactants are [NH2:1][C:2]1[S:3][C:4]([C:8]([O:10][CH2:11][CH3:12])=[O:9])=[C:5]([CH3:7])[N:6]=1.[N:13]1[CH:18]=CC=CC=1.ClC(OC1C=CC([N+]([O-])=O)=CC=1)=O.[OH2:32].[NH2:33]N. The product is [NH:13]([C:18]([NH:1][C:2]1[S:3][C:4]([C:8]([O:10][CH2:11][CH3:12])=[O:9])=[C:5]([CH3:7])[N:6]=1)=[O:32])[NH2:33]. The yield is 1.00. (4) The reactants are [C:1]1(C2C=CC=CC=2)[CH:6]=[CH:5][C:4]([C@@:7]2([O:55][CH3:56])[CH2:11][N:10]([C:12](=[O:41])[C@@H:13]([NH:33][C:34]([O:36][C:37]([CH3:40])([CH3:39])[CH3:38])=[O:35])[CH2:14][N:15]([CH2:28][CH2:29][CH2:30][CH:31]=[CH2:32])[S:16]([C:19]3[CH:24]=[CH:23][CH:22]=[CH:21][C:20]=3[N+:25]([O-:27])=[O:26])(=[O:18])=[O:17])[C@H:9]([C:42]([NH:44][C@:45]3([C:50]([O:52][CH2:53][CH3:54])=[O:51])[CH2:47][C@H:46]3C=C)=[O:43])[CH2:8]2)=[CH:3][CH:2]=1. The catalyst is C(Cl)Cl.Cl[Ru](=C1N(C2C(C)=CC(C)=CC=2C)CCN1C1C(C)=CC(C)=CC=1C)(Cl)(=CC1C=CC=CC=1)[P](C1CCCCC1)(C1CCCCC1)C1CCCCC1. The product is [C:1]1([C:1]2[CH:6]=[CH:5][CH:4]=[CH:3][CH:2]=2)[CH:2]=[CH:3][C:4]([C@@:7]2([O:55][CH3:56])[CH2:11][N:10]3[C@H:9]([C:42](=[O:43])[NH:44][C@:45]4([C:50]([O:52][CH2:53][CH3:54])=[O:51])[CH2:47][C@H:46]4[CH:32]=[CH:31][CH2:30][CH2:29][CH2:28][N:15]([S:16]([C:19]4[CH:24]=[CH:23][CH:22]=[CH:21][C:20]=4[N+:25]([O-:27])=[O:26])(=[O:17])=[O:18])[CH2:14][C@H:13]([NH:33][C:34]([O:36][C:37]([CH3:38])([CH3:40])[CH3:39])=[O:35])[C:12]3=[O:41])[CH2:8]2)=[CH:5][CH:6]=1. The yield is 0.710. (5) The product is [NH2:9][C:5]1[CH:4]=[C:3]([OH:12])[CH:2]=[CH:7][C:6]=1[F:8]. The yield is 0.660. The catalyst is CO.[OH-].[OH-].[Pd+2]. The reactants are Cl[C:2]1[CH:7]=[C:6]([F:8])[C:5]([N+:9]([O-])=O)=[CH:4][C:3]=1[OH:12].C(N(CC)CC)C. (6) The reactants are CCCC[N+](CCCC)(CCCC)CCCC.[F-].[O:19]1[C:23]2[CH:24]=[CH:25][C:26]([C:28]#[C:29][C@@H:30]3[C@H:34]4[O:35][CH2:36][C@@H:37]([O:38][Si](C(C)(C)C)(C)C)[C@H:33]4[O:32][CH2:31]3)=[CH:27][C:22]=2[O:21][CH2:20]1. The catalyst is C1COCC1. The product is [O:19]1[C:23]2[CH:24]=[CH:25][C:26]([C:28]#[C:29][C@@H:30]3[C@H:34]4[O:35][CH2:36][C@@H:37]([OH:38])[C@H:33]4[O:32][CH2:31]3)=[CH:27][C:22]=2[O:21][CH2:20]1. The yield is 0.900. (7) The reactants are [CH3:1][O:2][C:3](=[O:9])[C:4]([CH3:8])([CH3:7])[CH2:5][OH:6].[O:10]1[CH:15]=[CH:14][CH2:13][CH2:12][CH2:11]1.S(=O)(=O)(O)O. The catalyst is C(Cl)Cl. The product is [CH3:1][O:2][C:3](=[O:9])[C:4]([CH3:8])([CH3:7])[CH2:5][O:6][CH:11]1[CH2:12][CH2:13][CH2:14][CH2:15][O:10]1. The yield is 1.00.